From a dataset of Experimentally validated miRNA-target interactions with 360,000+ pairs, plus equal number of negative samples. Binary Classification. Given a miRNA mature sequence and a target amino acid sequence, predict their likelihood of interaction. (1) The miRNA is hsa-miR-3151-3p with sequence CCUGAUCCCACAGCCCACCU. The protein sequence of the target gene is MFSPGQEEPSAPNKEPVKYRELVVLGYNGALPNGDRGRRKSRFALYKRTYASGVKPSTIHMVSTPQASKAISSRGHHSISYTLSRSQTVVVEYTHDKDTDMFQVGRSTESPIDFVVTDTVSGGQNEDAQITQSTISRFACRIVCDRNEPYTARIFAAGFDSSKNIFLGEKAAKWKNPDGHMDGLTTNGVLVMHPQGGFTEESQPGVWREISVCGDVYTLRETRSAQQRGKLVESETNVLQDGSLIDLCGATLLWRTADGLFHAPTQKHIEALRQEINAARPQCPVGLNTLAFPSINRKEV.... Result: 0 (no interaction). (2) The miRNA is ssc-miR-296-3p with sequence AGGGUUGGGCGGAGGCUUUCC. The protein sequence of the target gene is MSGFNFGGTGAPAGGFTFGTAKTATTTPATGFSFSASGTGTGGFNFGTPSQPAATTPSTSLFSLTTQTPTTQTPGFNFGTTPASGGTGFSLGISTPKLSLSNAAATPATANTGSFGLGSSTLTNAISSGSTSNQGTAPTGFVFGSSTTSAPSTGSTGFSFTSGSASQPGASGFSLGSVGSSAQPTALSGSPFTPATLVTTTAGATQPAAAAPTAATTSAGSTLFASIAAAPASSSATGLSLPAPVTTAATPSAGTLGFSLKAPGAAPGASTTSTTTTTTTTTTTAAAAAASTTTTGFALS.... Result: 0 (no interaction). (3) The miRNA is dme-miR-318-3p with sequence UCACUGGGCUUUGUUUAUCUCA. The protein sequence of the target gene is MPKGPKQQPPEPEWIGDGEGTSPADKVVKKGKKDKKTKKTFFEELAVEDKQAGEEEKLQKEKEQQQQQQQQKKKRDTRKGRRKKDVDDDSDERVLMERLKQLSVPASDEEDEVPAPIPRGRKKAKGGNVFEALIQDDSEEEEEEEENRVLKPAKPEKNRINKAVAEEPPGLRSKKGKEEKSKGKAKSKPAAADSEGEEEEEDTAKEKEPPQQGKDRDKKEAEQGSGEEKEEKEGDLKANDPYANLSKKEKKKLKKQMDYERQVESLKAANAAENDFSVSQAEVSSRQAMLENASDIKLEK.... Result: 0 (no interaction). (4) The miRNA is hsa-miR-5571-5p with sequence CAAUUCUCAAAGGAGCCUCCC. The protein sequence of the target gene is MHWLRKVQGLCTLWGTQMSSRTLYINSRQLVSLQWGHQEVPAKFNFASDVLDHWADMEKAGKRLPSPALWWVNGKGKELMWNFRELSENSQQAANVLSGACGLQRGDRVAVVLPRVPEWWLVILGCIRAGLIFMPGTIQMKSTDILYRLQMSKAKAIVAGDEVIQEVDTVASECPSLRIKLLVSEKSCDGWLNFKKLLNEASTTHHCVETGSQEASAIYFTSGTSGLPKMAEHSYSSLGLKAKMDAGWTGLQASDIMWTISDTGWILNILCSLMEPWALGACTFVHLLPKFDPLVILKTL.... Result: 1 (interaction). (5) The miRNA is mmu-miR-329-3p with sequence AACACACCCAGCUAACCUUUUU. The protein sequence of the target gene is MGAPSALPLLLLLACSWAPGGANLSQDDSQPWTSDETVVAGGTVVLKCQVKDHEDSSLQWSNPAQQTLYFGEKRALRDNRIQLVSSTPHELSISISNVALADEGEYTCSIFTMPVRTAKSLVTVLGIPQKPIITGYKSSLREKETATLNCQSSGSKPAAQLTWRKGDQELHGDQTRIQEDPNGKTFTVSSSVSFQVTREDDGANIVCSVNHESLKGADRSTSQRIEVLYTPTAMIRPEPAHPREGQKLLLHCEGRGNPVPQQYVWVKEGSEPPLKMTQESALIFPFLNKSDSGTYGCTAT.... Result: 1 (interaction). (6) The miRNA is dre-miR-133c-3p with sequence UUUGGUCCCUUUCAACCAGCUA. The protein sequence of the target gene is MATVQEKAAALNLSALHSPAHRPPGFSVAQKPFGATYVWSSIINTLQTQVEVKKRRHRLKRHNDCFVGSEAVDVIFSHLIQNKYFGDVDIPRAKVVRVCQALMDYKVFEAVPTKVFGKDKKPTFEDSSCSLYRFTTIPNQDSQLGKENKLYSPARYADALFKSSDIRSASLEDLWENLSLKPANSPHVNISATLSPQVINEVWQEETIGRLLQLVDLPLLDSLLKQQEAVPKIPQPKRQSTMVNSSNYLDRGILKAYSDSQEDEWLSAAIDCLEYLPDQMVVEISRSFPEQPDRTDLVKE.... Result: 0 (no interaction).